From a dataset of Peptide-MHC class I binding affinity with 185,985 pairs from IEDB/IMGT. Regression. Given a peptide amino acid sequence and an MHC pseudo amino acid sequence, predict their binding affinity value. This is MHC class I binding data. (1) The peptide sequence is NPRLCTREEF. The MHC is HLA-B35:01 with pseudo-sequence HLA-B35:01. The binding affinity (normalized) is 0.372. (2) The peptide sequence is RVRDNMTKK. The MHC is HLA-A03:01 with pseudo-sequence HLA-A03:01. The binding affinity (normalized) is 0.338. (3) The peptide sequence is YYYNFSEDL. The MHC is HLA-A02:01 with pseudo-sequence HLA-A02:01. The binding affinity (normalized) is 0.0847. (4) The peptide sequence is KIQNFRVYY. The MHC is HLA-B15:03 with pseudo-sequence HLA-B15:03. The binding affinity (normalized) is 0.545. (5) The peptide sequence is STLERTSKASLER. The MHC is HLA-A32:01 with pseudo-sequence HLA-A32:01. The binding affinity (normalized) is 0. (6) The peptide sequence is MEAQFLYLY. The MHC is HLA-A23:01 with pseudo-sequence HLA-A23:01. The binding affinity (normalized) is 0.101. (7) The peptide sequence is LLKETIQKDI. The MHC is HLA-A02:03 with pseudo-sequence HLA-A02:03. The binding affinity (normalized) is 0.384. (8) The peptide sequence is RIFPATHYV. The MHC is HLA-A02:01 with pseudo-sequence HLA-A02:01. The binding affinity (normalized) is 1.00.